Dataset: Forward reaction prediction with 1.9M reactions from USPTO patents (1976-2016). Task: Predict the product of the given reaction. (1) Given the reactants [F:1][C:2]([F:20])([F:19])[C:3]([N:5]([C:7]1[CH:12]=[CH:11][C:10]([C:13]#[C:14][CH2:15][CH2:16][CH2:17][OH:18])=[CH:9][CH:8]=1)C)=[O:4].F[C:22](F)(F)C(NC1C=CC(I)=C(C)C=1)=O, predict the reaction product. The product is: [F:20][C:2]([F:1])([F:19])[C:3]([NH:5][C:7]1[CH:8]=[CH:9][C:10]([C:13]#[C:14][CH2:15][CH2:16][CH2:17][OH:18])=[C:11]([CH3:22])[CH:12]=1)=[O:4]. (2) Given the reactants Br[C:2]1[CH:3]=[C:4]2[C:8](=[C:9]([C:11]([NH2:13])=[O:12])[CH:10]=1)[NH:7][CH:6]=[C:5]2[CH:14]1[CH2:19][CH2:18][N:17]([S:20]([CH2:23][CH3:24])(=[O:22])=[O:21])[CH2:16][CH2:15]1.[B:25]1([B:25]2[O:29][C:28]([CH3:31])([CH3:30])[C:27]([CH3:33])([CH3:32])[O:26]2)[O:29][C:28]([CH3:31])([CH3:30])[C:27]([CH3:33])([CH3:32])[O:26]1.C([O-])(=O)C.[K+], predict the reaction product. The product is: [CH2:23]([S:20]([N:17]1[CH2:18][CH2:19][CH:14]([C:5]2[C:4]3[C:8](=[C:9]([C:11]([NH2:13])=[O:12])[CH:10]=[C:2]([B:25]4[O:29][C:28]([CH3:31])([CH3:30])[C:27]([CH3:33])([CH3:32])[O:26]4)[CH:3]=3)[NH:7][CH:6]=2)[CH2:15][CH2:16]1)(=[O:22])=[O:21])[CH3:24].